From a dataset of Forward reaction prediction with 1.9M reactions from USPTO patents (1976-2016). Predict the product of the given reaction. (1) Given the reactants [Cl:1][C:2]1[CH:28]=[N:27][C:5]2[NH:6][C:7]3[C:8](OC)([OH:24])[CH2:9][CH:10]=[C:11]([C:13]4[CH:18]=[CH:17][CH:16]=[C:15]([S:19]([CH2:22][CH3:23])(=[O:21])=[O:20])[CH:14]=4)[C:12]=3[C:4]=2[CH:3]=1.C(S(C1C=C(C2C=CC(O)=C3C=2C2C=C(C)C=NC=2N3)C=CC=1)(=O)=O)C, predict the reaction product. The product is: [Cl:1][C:2]1[CH:28]=[N:27][C:5]2[NH:6][C:7]3[C:12]([C:4]=2[CH:3]=1)=[C:11]([C:13]1[CH:18]=[CH:17][CH:16]=[C:15]([S:19]([CH2:22][CH3:23])(=[O:21])=[O:20])[CH:14]=1)[CH:10]=[CH:9][C:8]=3[OH:24]. (2) Given the reactants O.[NH:2]1[C:6]([CH2:7][CH2:8][CH:9]2[CH2:18][CH2:17][CH:16]3[CH:11]([CH2:12][CH:13]([C:19]([OH:21])=[O:20])[NH:14][CH2:15]3)[CH2:10]2)=[N:5][N:4]=[N:3]1.Cl, predict the reaction product. The product is: [CH2:6]([O:20][C:19]([CH:13]1[CH2:12][CH:11]2[CH:16]([CH2:17][CH2:18][CH:9]([CH2:8][CH2:7][C:6]3[NH:2][N:3]=[N:4][N:5]=3)[CH2:10]2)[CH2:15][NH:14]1)=[O:21])[CH2:7][CH2:8][CH2:9][CH2:18][CH2:17][CH2:16][CH2:11][CH2:12][CH3:13]. (3) The product is: [CH2:32]([N:31]([CH2:35][CH3:36])[C:26]1[N:25]=[C:24]([C:22]2[O:21][N:20]=[C:19]([C:17]3[CH:16]=[C:15]([CH3:34])[C:4]([O:5][CH2:6][C@@H:7]([OH:14])[CH2:8][NH:9][C:10](=[O:13])[CH2:11][OH:12])=[C:3]([CH2:1][CH3:2])[CH:18]=3)[N:23]=2)[CH:29]=[C:28]([CH3:30])[N:27]=1)[CH3:33]. Given the reactants [CH2:1]([C:3]1[CH:18]=[C:17]([C:19]2[N:23]=[C:22]([C:24]3[CH:29]=[C:28]([CH3:30])[N:27]=[C:26]([NH:31][CH2:32][CH3:33])[N:25]=3)[O:21][N:20]=2)[CH:16]=[C:15]([CH3:34])[C:4]=1[O:5][CH2:6][C@@H:7]([OH:14])[CH2:8][NH:9][C:10](=[O:13])[CH2:11][OH:12])[CH3:2].[CH2:35](N(CC)C1N=C(C(O)=O)C=C(C)N=1)[CH3:36], predict the reaction product. (4) Given the reactants C(N(CCCC)C(C1N=C(C2C=CC(C(O)=O)=CC=2C(N2[C@H](CO)CC3C(=CC=CC=3)C2)=O)N(CCC2C=CC=CC=2)C=1)=O)CCC.[Si:48]([O:55][CH2:56][C@@H:57]1[CH2:66][C:65]2[C:60](=[CH:61][CH:62]=[CH:63][CH:64]=2)[CH2:59][N:58]1[C:67]([C:69]1[CH:70]=[C:71]([CH:76]=[CH:77][C:78]=1[C:79]1[N:80]([CH2:95][CH2:96][N:97]2[CH2:102][CH2:101][N:100]([CH3:103])[CH2:99][CH2:98]2)[CH:81]=[C:82]([C:84](=[O:94])[N:85]([CH2:90][CH2:91][CH2:92][CH3:93])[CH2:86][CH2:87][CH2:88][CH3:89])[N:83]=1)[C:72]([O:74]C)=[O:73])=[O:68])([C:51]([CH3:54])([CH3:53])[CH3:52])([CH3:50])[CH3:49], predict the reaction product. The product is: [Si:48]([O:55][CH2:56][C@@H:57]1[CH2:66][C:65]2[C:60](=[CH:61][CH:62]=[CH:63][CH:64]=2)[CH2:59][N:58]1[C:67]([C:69]1[CH:70]=[C:71]([CH:76]=[CH:77][C:78]=1[C:79]1[N:80]([CH2:95][CH2:96][N:97]2[CH2:102][CH2:101][N:100]([CH3:103])[CH2:99][CH2:98]2)[CH:81]=[C:82]([C:84](=[O:94])[N:85]([CH2:90][CH2:91][CH2:92][CH3:93])[CH2:86][CH2:87][CH2:88][CH3:89])[N:83]=1)[C:72]([OH:74])=[O:73])=[O:68])([C:51]([CH3:53])([CH3:52])[CH3:54])([CH3:49])[CH3:50]. (5) Given the reactants Br[C:2]1[CH:7]=[CH:6][C:5]([N+:8]([O-:10])=[O:9])=[CH:4][C:3]=1[O:11][CH3:12].[C:13]([O:17][C:18]([N:20]1[CH2:25][CH:24]=[C:23](B2OC(C)(C)C(C)(C)O2)[CH2:22][CH2:21]1)=[O:19])([CH3:16])([CH3:15])[CH3:14].C(=O)([O-])[O-].[Na+].[Na+].O1CCOCC1, predict the reaction product. The product is: [CH3:12][O:11][C:3]1[CH:4]=[C:5]([N+:8]([O-:10])=[O:9])[CH:6]=[CH:7][C:2]=1[C:23]1[CH2:24][CH2:25][N:20]([C:18]([O:17][C:13]([CH3:16])([CH3:15])[CH3:14])=[O:19])[CH2:21][CH:22]=1. (6) The product is: [Cl:1][C:2]1[CH:7]=[CH:6][C:5]([C:8]2[N:12]([CH2:40][C:41]3[CH:50]=[CH:49][C:44]([C:45]([O:47][CH3:48])=[O:46])=[CH:43][CH:42]=3)[C:11](=[O:13])[N:10]([CH2:14][C:15]([NH:17][C:18]([CH3:30])([C:20]3[CH:25]=[CH:24][CH:23]=[C:22]([C:26]([F:27])([F:28])[F:29])[CH:21]=3)[CH3:19])=[O:16])[N:9]=2)=[CH:4][CH:3]=1. Given the reactants [Cl:1][C:2]1[CH:7]=[CH:6][C:5]([C:8]2[NH:12][C:11](=[O:13])[N:10]([CH2:14][C:15]([NH:17][C:18]([CH3:30])([C:20]3[CH:25]=[CH:24][CH:23]=[C:22]([C:26]([F:29])([F:28])[F:27])[CH:21]=3)[CH3:19])=[O:16])[N:9]=2)=[CH:4][CH:3]=1.C(=O)([O-])[O-].[Cs+].[Cs+].[I-].[Na+].Cl[CH2:40][C:41]1[CH:50]=[CH:49][C:44]([C:45]([O:47][CH3:48])=[O:46])=[CH:43][CH:42]=1, predict the reaction product.